This data is from Forward reaction prediction with 1.9M reactions from USPTO patents (1976-2016). The task is: Predict the product of the given reaction. (1) Given the reactants Cl.[NH2:2][C:3]1[C:4]([Cl:11])=[C:5]([OH:10])[C:6]([CH3:9])=[CH:7][CH:8]=1.Cl.Cl.[CH2:14]([N:19]([CH2:27][CH2:28][CH2:29][CH2:30][CH3:31])[C:20]1[CH:25]=[CH:24][C:23]([NH2:26])=[CH:22][CH:21]=1)[CH2:15][CH2:16][CH2:17][CH3:18].[OH-].[NH4+].OO, predict the reaction product. The product is: [NH2:2][C:3]1[C:8](=[N:26][C:23]2[CH:22]=[CH:21][C:20]([N:19]([CH2:27][CH2:28][CH2:29][CH2:30][CH3:31])[CH2:14][CH2:15][CH2:16][CH2:17][CH3:18])=[CH:25][CH:24]=2)[CH:7]=[C:6]([CH3:9])[C:5](=[O:10])[C:4]=1[Cl:11]. (2) Given the reactants [F:1][C:2]1[CH:7]=[C:6]([CH3:8])[C:5]([S:9][CH2:10][C:11]([F:14])([F:13])[F:12])=[CH:4][C:3]=1[N:15]1[C:19]([O:20][CH3:21])=[CH:18][C:17]([O:22][C:23]([F:32])([F:31])[CH:24]([F:30])[O:25][C:26]([F:29])([F:28])[F:27])=[N:16]1.ClC1C=CC=C(C(OO)=[O:41])C=1, predict the reaction product. The product is: [F:1][C:2]1[CH:7]=[C:6]([CH3:8])[C:5]([S:9]([CH2:10][C:11]([F:12])([F:14])[F:13])=[O:41])=[CH:4][C:3]=1[N:15]1[C:19]([O:20][CH3:21])=[CH:18][C:17]([O:22][C:23]([F:31])([F:32])[CH:24]([F:30])[O:25][C:26]([F:28])([F:29])[F:27])=[N:16]1. (3) Given the reactants [F:1][C:2]([F:17])([F:16])[C:3]1[CH:15]=[CH:14][C:6]([C:7]([C:9]2[N:13]=[CH:12][NH:11][N:10]=2)=[O:8])=[CH:5][CH:4]=1.C(=O)([O-])[O-].[K+].[K+].[CH3:24][N:25]([CH3:30])[S:26](Cl)(=[O:28])=[O:27].O, predict the reaction product. The product is: [CH3:24][N:25]([CH3:30])[S:26]([N:11]1[CH:12]=[N:13][C:9]([C:7](=[O:8])[C:6]2[CH:14]=[CH:15][C:3]([C:2]([F:1])([F:16])[F:17])=[CH:4][CH:5]=2)=[N:10]1)(=[O:28])=[O:27]. (4) Given the reactants NC(C1SC(C(O)=O)=CC=1)C.[CH:12]1([C:17]([C:19]2[CH:27]=[CH:26][C:22]([C:23]([OH:25])=O)=[CH:21][CH:20]=2)=[O:18])[CH2:16][CH2:15][CH2:14][CH2:13]1.[NH2:28][C:29]1[CH:34]=[CH:33][N:32]=[CH:31][CH:30]=1, predict the reaction product. The product is: [CH:12]1([C:17]([C:19]2[CH:20]=[CH:21][C:22]([C:23]([NH:28][C:29]3[CH:34]=[CH:33][N:32]=[CH:31][CH:30]=3)=[O:25])=[CH:26][CH:27]=2)=[O:18])[CH2:13][CH2:14][CH2:15][CH2:16]1.